Predict which catalyst facilitates the given reaction. From a dataset of Catalyst prediction with 721,799 reactions and 888 catalyst types from USPTO. (1) Reactant: [NH:1](C(OCC1C=CC=CC=1)=O)[C@H:2]([C:15]([NH:17][C@H:18]([C:22]([O:24][CH3:25])=[O:23])[CH:19]([CH3:21])[CH3:20])=[O:16])[CH2:3][CH2:4][CH2:5][CH2:6][NH:7][C:8]([O:10][C:11]([CH3:14])([CH3:13])[CH3:12])=[O:9].C(O)(=O)C.[H][H]. Product: [NH2:1][C@H:2]([C:15]([NH:17][C@H:18]([C:22]([O:24][CH3:25])=[O:23])[CH:19]([CH3:21])[CH3:20])=[O:16])[CH2:3][CH2:4][CH2:5][CH2:6][NH:7][C:8]([O:10][C:11]([CH3:12])([CH3:14])[CH3:13])=[O:9]. The catalyst class is: 19. (2) Reactant: [C:1]([C:4]1[CH:13]=[CH:12][C:11]([OH:14])=[C:10]2[C:5]=1[CH:6]=[CH:7][C:8](=[O:15])[NH:9]2)(=[O:3])[CH3:2].C(=O)([O-])[O-].[K+].[K+].[CH2:22](Br)[C:23]1[CH:28]=[CH:27][CH:26]=[CH:25][CH:24]=1.[Cl-].[Na+]. Product: [C:1]([C:4]1[CH:13]=[CH:12][C:11]([O:14][CH2:22][C:23]2[CH:28]=[CH:27][CH:26]=[CH:25][CH:24]=2)=[C:10]2[C:5]=1[CH:6]=[CH:7][C:8](=[O:15])[NH:9]2)(=[O:3])[CH3:2]. The catalyst class is: 9. (3) Reactant: [CH3:1][CH:2]1[O:7][CH:6]([CH3:8])[CH2:5][N:4]([C:9]2[N:14]=[C:13]([C:15]3[CH:19]=[CH:18][O:17][C:16]=3[CH3:20])[CH:12]=[CH:11][N:10]=2)[CH2:3]1.[Br:21]N1C(=O)CCC1=O. Product: [Br:21][C:12]1[C:13]([C:15]2[CH:19]=[CH:18][O:17][C:16]=2[CH3:20])=[N:14][C:9]([N:4]2[CH2:3][C@H:2]([CH3:1])[O:7][C@H:6]([CH3:8])[CH2:5]2)=[N:10][CH:11]=1. The catalyst class is: 146. (4) Reactant: [Cl:1][C:2]1[CH:3]=[C:4]([NH:9][C:10]2[N:11]([C:19]3[CH:24]=[CH:23][C:22]([Cl:25])=[CH:21][CH:20]=3)[N:12]=[C:13]3[C:18]=2[CH:17]=[CH:16][CH:15]=[CH:14]3)[CH:5]=[CH:6][C:7]=1[F:8].[CH:26]1([N:32]=[C:33]=[O:34])[CH2:31][CH2:30][CH2:29][CH2:28][CH2:27]1.CCN(CC)CC. Product: [Cl:1][C:2]1[CH:3]=[C:4]([N:9]([C:10]2[N:11]([C:19]3[CH:20]=[CH:21][C:22]([Cl:25])=[CH:23][CH:24]=3)[N:12]=[C:13]3[C:18]=2[CH:17]=[CH:16][CH:15]=[CH:14]3)[C:33]([NH:32][CH:26]2[CH2:31][CH2:30][CH2:29][CH2:28][CH2:27]2)=[O:34])[CH:5]=[CH:6][C:7]=1[F:8]. The catalyst class is: 26. (5) Reactant: [C:1]([Cl:4])(=O)C.CO.[OH:7][C@H:8]1[CH2:12][NH:11][C@H:10]([C:13]([OH:15])=[O:14])[CH2:9]1. Product: [ClH:4].[CH3:1][O:14][C:13](=[O:15])[C@@H:10]1[CH2:9][C@@H:8]([OH:7])[CH2:12][NH:11]1. The catalyst class is: 310. (6) Reactant: [OH:1][CH2:2][C@@H:3]1[CH2:7][NH:6][CH2:5][C@H:4]1[CH2:8][N:9]([CH2:19][CH:20]([CH3:22])[CH3:21])[S:10]([C:13]1[CH:18]=[CH:17][CH:16]=[CH:15][CH:14]=1)(=[O:12])=[O:11].CC#N.O.CC#N. Product: [CH:2]([C@@H:3]1[CH2:7][NH:6][CH2:5][C@H:4]1[CH2:8][N:9]([CH2:19][CH:20]([CH3:22])[CH3:21])[S:10]([C:13]1[CH:18]=[CH:17][CH:16]=[CH:15][CH:14]=1)(=[O:12])=[O:11])=[O:1]. The catalyst class is: 6.